Dataset: Aqueous solubility values for 9,982 compounds from the AqSolDB database. Task: Regression/Classification. Given a drug SMILES string, predict its absorption, distribution, metabolism, or excretion properties. Task type varies by dataset: regression for continuous measurements (e.g., permeability, clearance, half-life) or binary classification for categorical outcomes (e.g., BBB penetration, CYP inhibition). For this dataset (solubility_aqsoldb), we predict Y. (1) The molecule is OCCOCCOCCOCCO. The Y is 0.712 log mol/L. (2) The molecule is CC1CC(NC(N)=O)NC(=O)N1. The Y is -1.53 log mol/L. (3) The drug is Oc1cccc2nccnc12. The Y is -1.35 log mol/L. (4) The molecule is CC(Oc1ccc(Oc2ncc(Cl)cc2Cl)cc1)C(=O)N1CCCO1. The Y is -4.59 log mol/L. (5) The drug is N=C(N)NC(=N)Nc1cccc2ccccc12. The Y is -2.32 log mol/L. (6) The compound is O=C(O)CCCCCCCCCCC(=O)O. The Y is -3.76 log mol/L. (7) The compound is CCCCCCCCCCCCO. The Y is -4.98 log mol/L. (8) The compound is CS(=O)(=O)Nc1nnc(S(N)(=O)=O)s1. The Y is -1.68 log mol/L. (9) The drug is Clc1cc2oc3c(Cl)c(Cl)c(Cl)c(Cl)c3c2cc1Cl. The Y is -10.7 log mol/L.